The task is: Predict the reaction yield, written as a fraction of the theoretical maximum amount of product (1.0 means a 100% yield; for example, 0.34 means a 34% yield).. This data is from Reaction yield outcomes from USPTO patents with 853,638 reactions. (1) The reactants are [NH2:1][C:2]([C:4]1[C:12]2[N:11]=[C:10]([C:13]3([NH:29][C:30]([O:32][CH2:33][CH:34]4[C:46]5[CH:45]=[CH:44][CH:43]=[CH:42][C:41]=5[C:40]5[C:35]4=[CH:36][CH:37]=[CH:38][CH:39]=5)=[O:31])[CH2:18][CH2:17][N:16](C(OCC4C=CC=CC=4)=O)[CH2:15][CH2:14]3)[NH:9][C:8]=2[CH:7]=[CH:6][CH:5]=1)=[O:3]. The catalyst is CO.C(O)(=O)C.[Pd]. The product is [NH2:1][C:2]([C:4]1[C:12]2[N:11]=[C:10]([C:13]3([NH:29][C:30](=[O:31])[O:32][CH2:33][CH:34]4[C:35]5[CH:36]=[CH:37][CH:38]=[CH:39][C:40]=5[C:41]5[C:46]4=[CH:45][CH:44]=[CH:43][CH:42]=5)[CH2:18][CH2:17][NH:16][CH2:15][CH2:14]3)[NH:9][C:8]=2[CH:7]=[CH:6][CH:5]=1)=[O:3]. The yield is 0.690. (2) The reactants are [OH:1][C@@H:2]1[CH2:26][CH2:25][C@@:24]2([CH3:27])[C@H:4]([CH2:5][CH2:6][C@@H:7]3[C:23]2=[CH:22][C:21](=[O:28])[C@@:20]2([CH3:29])[C@H:8]3[CH2:9][CH2:10][C@@H:11]2[C@H:12]([CH3:19])[CH2:13][CH2:14][C:15]([O:17][CH3:18])=[O:16])[CH2:3]1.[CH3:30][CH2:31][O:32]C(C)=O. The catalyst is [Pd]. The product is [C:31]([O:1][C@@H:2]1[CH2:26][CH2:25][C@@:24]2([CH3:27])[C@H:4]([CH2:5][CH2:6][C@@H:7]3[C@@H:23]2[CH2:22][C:21](=[O:28])[C@@:20]2([CH3:29])[C@H:8]3[CH2:9][CH2:10][C@@H:11]2[C@H:12]([CH3:19])[CH2:13][CH2:14][C:15]([O:17][CH3:18])=[O:16])[CH2:3]1)(=[O:32])[CH3:30]. The yield is 0.800. (3) The reactants are [CH3:1][N:2]([CH3:23])[C:3](=[O:22])[CH2:4][O:5][CH:6]1[CH2:11][CH2:10][N:9](C(OCC2C=CC=CC=2)=O)[CH2:8][CH2:7]1. The catalyst is [Pd].C(O)C. The product is [CH3:1][N:2]([CH3:23])[C:3](=[O:22])[CH2:4][O:5][CH:6]1[CH2:7][CH2:8][NH:9][CH2:10][CH2:11]1. The yield is 0.573. (4) The reactants are O1CCCC1.[N+:6]([C:9]1[CH:16]=[CH:15][C:12]([CH:13]=O)=[CH:11][CH:10]=1)([O-:8])=[O:7].[CH2:17]([O:19][P:20]([CH2:25][C:26]([O:28][CH2:29][CH3:30])=[O:27])([O:22][CH2:23][CH3:24])=[O:21])[CH3:18].CN1CCOCC1. The catalyst is [Ti](Cl)(Cl)(Cl)Cl.O. The product is [CH2:23]([O:22][P:20](/[C:25](/[C:26]([O:28][CH2:29][CH3:30])=[O:27])=[CH:13]/[C:12]1[CH:15]=[CH:16][C:9]([N+:6]([O-:8])=[O:7])=[CH:10][CH:11]=1)([O:19][CH2:17][CH3:18])=[O:21])[CH3:24]. The yield is 0.830.